Dataset: Full USPTO retrosynthesis dataset with 1.9M reactions from patents (1976-2016). Task: Predict the reactants needed to synthesize the given product. (1) Given the product [Br:20][C:21]1[CH:22]=[CH:23][C:24]([CH:27]2[CH2:29][C:28]2([NH:39][C:10]([O:48][C:44]([CH3:47])([CH3:46])[CH3:45])=[O:9])[C:33]([O:35][CH3:36])=[O:34])=[CH:25][CH:26]=1, predict the reactants needed to synthesize it. The reactants are: P(N=[N+]=[N-])(=O)([O:9][C:10]1C=CC=CC=1)OC1C=CC=CC=1.[Br:20][C:21]1[CH:26]=[CH:25][C:24]([CH:27]2[CH2:29][C:28]2([C:33]([O:35][CH3:36])=[O:34])C(O)=O)=[CH:23][CH:22]=1.C([N:39](CC)CC)C.[C:44]([OH:48])([CH3:47])([CH3:46])[CH3:45]. (2) Given the product [Cl:35][C:12]1[CH:13]=[CH:14][C:15]([N:17]2[C:22]3[CH:23]=[CH:24][C:25]([NH:27][S:28]([CH3:31])(=[O:30])=[O:29])=[CH:26][C:21]=3[O:20][C:19]([CH3:33])([CH3:32])[C:18]2=[O:34])=[CH:16][C:11]=1[CH2:10][OH:9], predict the reactants needed to synthesize it. The reactants are: C([O:9][CH2:10][C:11]1[CH:16]=[C:15]([N:17]2[C:22]3[CH:23]=[CH:24][C:25]([NH:27][S:28]([CH3:31])(=[O:30])=[O:29])=[CH:26][C:21]=3[O:20][C:19]([CH3:33])([CH3:32])[C:18]2=[O:34])[CH:14]=[CH:13][C:12]=1[Cl:35])(=O)C1C=CC=CC=1.CO.[OH-].[Na+].[Cl-].[NH4+]. (3) Given the product [CH3:1][O:2][C:3]1[CH:10]=[CH:9][CH:8]=[C:7]([CH3:11])[C:4]=1[CH:5]=[N:13][OH:14], predict the reactants needed to synthesize it. The reactants are: [CH3:1][O:2][C:3]1[CH:10]=[CH:9][CH:8]=[C:7]([CH3:11])[C:4]=1[CH:5]=O.Cl.[NH2:13][OH:14]. (4) Given the product [C:15]([O:14][CH:12]([O:11][C:9](=[O:10])[CH2:8][CH2:7][C:6]([OH:18])=[O:5])[CH3:13])(=[O:17])[CH3:16], predict the reactants needed to synthesize it. The reactants are: C([O:5][C:6](=[O:18])[CH2:7][CH2:8][C:9]([O:11][CH:12]([O:14][C:15](=[O:17])[CH3:16])[CH3:13])=[O:10])(C)(C)C.FC(F)(F)C(O)=O. (5) Given the product [CH3:1][C:2]1[CH:7]=[CH:6][C:5]([S:25][C:20]2[CH:21]=[CH:22][CH:23]=[CH:24][N:19]=2)=[C:4]([N+:16]([O-:18])=[O:17])[CH:3]=1, predict the reactants needed to synthesize it. The reactants are: [CH3:1][C:2]1[CH:7]=[CH:6][C:5](OS(C(F)(F)F)(=O)=O)=[C:4]([N+:16]([O-:18])=[O:17])[CH:3]=1.[N:19]1[CH:24]=[CH:23][CH:22]=[CH:21][C:20]=1[SH:25].C([O-])([O-])=O.[K+].[K+]. (6) Given the product [CH2:20]([O:19][C:15]([C:16]1[C:7]([C:8]2[CH:9]=[CH:10][C:11]([F:14])=[CH:12][CH:13]=2)=[N:6][N:5]([C:1]([CH3:4])([CH3:2])[CH3:3])[CH:17]=1)=[O:18])[CH3:21], predict the reactants needed to synthesize it. The reactants are: [C:1]([NH:5][N:6]=[CH:7][C:8]1[CH:13]=[CH:12][C:11]([F:14])=[CH:10][CH:9]=1)([CH3:4])([CH3:3])[CH3:2].[C:15]([O:19][CH2:20][CH3:21])(=[O:18])[C:16]#[CH:17].C(O)(=O)C. (7) Given the product [Cl:1][C:2]1[CH:9]=[C:8]([N:10]2[C:14]([CH3:15])=[C:13]([CH2:16][O:17][C:23]3[CH:22]=[CH:21][C:20]([Cl:19])=[C:25]([Cl:26])[CH:24]=3)[C:12]([CH3:18])=[N:11]2)[CH:7]=[CH:6][C:3]=1[C:4]#[N:5], predict the reactants needed to synthesize it. The reactants are: [Cl:1][C:2]1[CH:9]=[C:8]([N:10]2[C:14]([CH3:15])=[C:13]([CH2:16][OH:17])[C:12]([CH3:18])=[N:11]2)[CH:7]=[CH:6][C:3]=1[C:4]#[N:5].[Cl:19][C:20]1[CH:21]=[C:22](O)[CH:23]=[CH:24][C:25]=1[Cl:26]. (8) The reactants are: C(OC(=O)[NH:7][C:8]1[S:9][CH2:10][C@@H:11]2[C@@H:16]([C:17]([F:20])([F:19])[F:18])[O:15][CH2:14][C@:12]2([C:21]2[CH:26]=[C:25]([NH2:27])[CH:24]=[CH:23][C:22]=2[F:28])[N:13]=1)(C)(C)C.C(N(CC)C(C)C)(C)C.F[P-](F)(F)(F)(F)F.[PH4+].C(=O)(O)[O-].[Na+].[CH3:52][O:53][C:54]1[N:55]=[CH:56][C:57]([C:60](O)=[O:61])=[N:58][CH:59]=1. Given the product [NH2:7][C:8]1[S:9][CH2:10][C@@H:11]2[C@@H:16]([C:17]([F:20])([F:19])[F:18])[O:15][CH2:14][C@:12]2([C:21]2[CH:26]=[C:25]([NH:27][C:60]([C:57]3[CH:56]=[N:55][C:54]([O:53][CH3:52])=[CH:59][N:58]=3)=[O:61])[CH:24]=[CH:23][C:22]=2[F:28])[N:13]=1, predict the reactants needed to synthesize it. (9) Given the product [Br:1][C:23]1[C:14]([O:13][CH:9]2[CH2:10][CH2:11][CH2:12]2)=[C:15]2[C:20](=[C:21]([F:25])[C:22]=1[F:24])[NH:19][C@@H:18]([CH3:26])[CH2:17][CH2:16]2, predict the reactants needed to synthesize it. The reactants are: [Br:1]N1C(=O)CCC1=O.[CH:9]1([O:13][C:14]2[CH:23]=[C:22]([F:24])[C:21]([F:25])=[C:20]3[C:15]=2[CH2:16][CH2:17][C@H:18]([CH3:26])[NH:19]3)[CH2:12][CH2:11][CH2:10]1.